From a dataset of Forward reaction prediction with 1.9M reactions from USPTO patents (1976-2016). Predict the product of the given reaction. (1) The product is: [Cl:17][C:18]1[CH:19]=[C:20]([C:25]2[O:29][N:28]=[CH:27][C:26]=2[CH2:30][CH2:31][C:32]([NH:1][C:2]2[CH:3]=[CH:4][C:5]([CH2:6][P:7]([O:8][CH2:9][CH3:10])([O:11][CH2:12][CH3:13])=[O:14])=[CH:15][CH:16]=2)=[O:33])[CH:21]=[CH:22][C:23]=1[F:24]. Given the reactants [NH2:1][C:2]1[CH:16]=[CH:15][C:5]([CH2:6][P:7](=[O:14])([O:11][CH2:12][CH3:13])[O:8][CH2:9][CH3:10])=[CH:4][CH:3]=1.[Cl:17][C:18]1[CH:19]=[C:20]([C:25]2[O:29][N:28]=[CH:27][C:26]=2[CH2:30][CH2:31][C:32](O)=[O:33])[CH:21]=[CH:22][C:23]=1[F:24].ON1C2N=CC=CC=2N=N1.C(N=C=NCCCN(C)C)C.Cl, predict the reaction product. (2) Given the reactants Br[C:2]1[O:6][C:5]([CH3:7])=[C:4]([CH:8]=[O:9])[CH:3]=1.[OH:10][C:11]1[CH:16]=[CH:15][C:14](B(O)O)=[CH:13][CH:12]=1.C(=O)([O-])[O-].[Na+].[Na+].COCCOC, predict the reaction product. The product is: [OH:10][C:11]1[CH:16]=[CH:15][C:14]([C:2]2[O:6][C:5]([CH3:7])=[C:4]([CH:8]=[O:9])[CH:3]=2)=[CH:13][CH:12]=1. (3) Given the reactants [Cl:1][C:2]1[CH:3]=[CH:4][C:5]([OH:19])=[C:6]([CH2:8][C:9]2[S:10][CH:11]=[C:12]([C:14]([O:16][CH2:17][CH3:18])=[O:15])[N:13]=2)[CH:7]=1.C(=O)([O-])[O-].[K+].[K+].I[CH2:27][CH:28]([CH3:30])[CH3:29], predict the reaction product. The product is: [Cl:1][C:2]1[CH:3]=[CH:4][C:5]([O:19][CH2:27][CH:28]([CH3:30])[CH3:29])=[C:6]([CH2:8][C:9]2[S:10][CH:11]=[C:12]([C:14]([O:16][CH2:17][CH3:18])=[O:15])[N:13]=2)[CH:7]=1. (4) Given the reactants [F:1][C:2]([F:10])([F:9])[CH:3]([CH3:8])[CH2:4][C:5](O)=[O:6].[CH3:11][CH:12]([CH3:30])[CH2:13][CH2:14][NH:15][C:16]([C:18]1[N:19]=[N:20][C:21]([N:24]2[CH2:29][CH2:28][NH:27][CH2:26][CH2:25]2)=[CH:22][CH:23]=1)=[O:17], predict the reaction product. The product is: [CH3:11][CH:12]([CH3:30])[CH2:13][CH2:14][NH:15][C:16]([C:18]1[N:19]=[N:20][C:21]([N:24]2[CH2:29][CH2:28][N:27]([C:5](=[O:6])[CH2:4][CH:3]([CH3:8])[C:2]([F:10])([F:9])[F:1])[CH2:26][CH2:25]2)=[CH:22][CH:23]=1)=[O:17]. (5) Given the reactants [Si:1]([O:8][CH:9]1[CH2:14][CH2:13][CH2:12][N:11]([C:15]2[CH:20]=[CH:19][N:18]=[CH:17][C:16]=2[N+:21]([O-])=O)[CH2:10]1)([C:4]([CH3:7])([CH3:6])[CH3:5])([CH3:3])[CH3:2], predict the reaction product. The product is: [C:4]([C:17]1[C:16]([NH2:21])=[C:15]([N:11]2[CH2:12][CH2:13][CH2:14][CH:9]([O:8][Si:1]([C:4]([CH3:7])([CH3:6])[CH3:5])([CH3:3])[CH3:2])[CH2:10]2)[CH:20]=[CH:19][N:18]=1)([CH3:7])([CH3:6])[CH3:5]. (6) Given the reactants [F:1][C:2]([F:21])([F:20])[CH2:3][O:4][C:5]1[CH:13]=[CH:12][C:11]([O:14][CH2:15][C:16]([F:19])([F:18])[F:17])=[CH:10][C:6]=1[C:7]([OH:9])=O.[NH2:22][CH2:23][CH:24]1[CH2:29][CH2:28][CH2:27][CH2:26][NH:25]1, predict the reaction product. The product is: [CH:12]1[C:11]([O:14][CH2:15][C:16]([F:19])([F:18])[F:17])=[CH:10][C:6]([C:7]([NH:22][CH2:23][CH:24]2[NH:25][CH2:26][CH2:27][CH2:28][CH2:29]2)=[O:9])=[C:5]([O:4][CH2:3][C:2]([F:1])([F:21])[F:20])[CH:13]=1. (7) Given the reactants C[O:2][C:3]1[CH:16]=[C:15]2[C:6]([C@@:7]3([CH3:19])[C:12]([CH2:13][CH2:14]2)=[CH:11][C:10](=[O:17])[C@@H:9]([CH3:18])[CH2:8]3)=[CH:5][CH:4]=1.B(Br)(Br)Br, predict the reaction product. The product is: [OH:2][C:3]1[CH:16]=[C:15]2[C:6]([C@@:7]3([CH3:19])[C:12]([CH2:13][CH2:14]2)=[CH:11][C:10](=[O:17])[C@@H:9]([CH3:18])[CH2:8]3)=[CH:5][CH:4]=1.